This data is from Catalyst prediction with 721,799 reactions and 888 catalyst types from USPTO. The task is: Predict which catalyst facilitates the given reaction. Reactant: [CH3:1][C:2]1([CH3:10])[O:9][C:7](=[O:8])[CH2:6][C:4](=[O:5])[O:3]1.N1C=CC=CC=1.[CH3:17][O:18][CH2:19][C:20](Cl)=[O:21]. Product: [CH3:17][O:18][CH2:19][C:20]([CH:6]1[C:7](=[O:8])[O:9][C:2]([CH3:10])([CH3:1])[O:3][C:4]1=[O:5])=[O:21]. The catalyst class is: 4.